From a dataset of Forward reaction prediction with 1.9M reactions from USPTO patents (1976-2016). Predict the product of the given reaction. Given the reactants BrC1C=CC([S:8](Cl)(=[O:10])=[O:9])=C(F)C=1C(F)F.[Br:16][C:17]1[CH:23]=[CH:22][C:20](N)=[C:19]([Cl:24])[C:18]=1[Cl:25].[F:26][C:27]([F:32])([F:31])[C@@H:28]([NH2:30])[CH3:29], predict the reaction product. The product is: [Br:16][C:17]1[CH:23]=[CH:22][C:20]([S:8]([NH:30][C@@H:28]([CH3:29])[C:27]([F:32])([F:31])[F:26])(=[O:10])=[O:9])=[C:19]([Cl:24])[C:18]=1[Cl:25].